From a dataset of Peptide-MHC class I binding affinity with 185,985 pairs from IEDB/IMGT. Regression. Given a peptide amino acid sequence and an MHC pseudo amino acid sequence, predict their binding affinity value. This is MHC class I binding data. (1) The peptide sequence is LINLTTIAY. The binding affinity (normalized) is 0.413. The MHC is HLA-A01:01 with pseudo-sequence HLA-A01:01. (2) The peptide sequence is AAFEDLRV. The MHC is HLA-A02:03 with pseudo-sequence HLA-A02:03. The binding affinity (normalized) is 0.178. (3) The MHC is HLA-B58:01 with pseudo-sequence HLA-B58:01. The binding affinity (normalized) is 0.0847. The peptide sequence is VTFQGKFKK. (4) The peptide sequence is KFNPMKTYI. The MHC is HLA-A68:02 with pseudo-sequence HLA-A68:02. The binding affinity (normalized) is 0.0414. (5) The peptide sequence is YVIKVSARV. The MHC is HLA-A24:02 with pseudo-sequence HLA-A24:02. The binding affinity (normalized) is 0.00408. (6) The peptide sequence is LICYQIEYI. The MHC is HLA-A26:01 with pseudo-sequence HLA-A26:01. The binding affinity (normalized) is 0.0847. (7) The peptide sequence is KYLFSPNML. The MHC is HLA-A01:01 with pseudo-sequence HLA-A01:01. The binding affinity (normalized) is 0.0847. (8) The peptide sequence is TMKFKGTVD. The MHC is HLA-A24:03 with pseudo-sequence HLA-A24:03. The binding affinity (normalized) is 0.111.